This data is from Forward reaction prediction with 1.9M reactions from USPTO patents (1976-2016). The task is: Predict the product of the given reaction. (1) Given the reactants [F:1][C:2]1[CH:23]=[CH:22][CH:21]=[C:20]([F:24])[C:3]=1[O:4][C:5]1[C:10](C=O)=[CH:9][N:8]=[C:7]([NH:13][C:14]2[S:15][CH:16]=[C:17]([CH3:19])[N:18]=2)[CH:6]=1.[CH3:25][O:26][C:27](=[O:48])[CH:28]=P(C1C=CC=CC=1)(C1C=CC=CC=1)C1C=CC=CC=1.[CH2:49]1COCC1, predict the reaction product. The product is: [F:1][C:2]1[CH:23]=[CH:22][CH:21]=[C:20]([F:24])[C:3]=1[O:4][C:5]1[CH:6]=[C:7]([NH:13][C:14]2[S:15][CH:16]=[C:17]([CH3:19])[N:18]=2)[N:8]=[CH:9][C:10]=1/[CH:49]=[CH:28]/[C:27]([O:26][CH3:25])=[O:48]. (2) Given the reactants [Cl:1][C:2]1[CH:11]=[C:10]2[C:5]([CH2:6][CH:7]([NH:12][S:13]([C:16]3[CH:21]=[C:20]([F:22])[CH:19]=[C:18]([F:23])[CH:17]=3)(=[O:15])=[O:14])[CH2:8][NH:9]2)=[CH:4][CH:3]=1.Cl[C:25]1[CH:26]=[C:27]([CH:30]=[CH:31][CH:32]=1)[CH:28]=O, predict the reaction product. The product is: [CH2:28]([N:9]1[C:10]2[C:5](=[CH:4][CH:3]=[C:2]([Cl:1])[CH:11]=2)[CH2:6][CH:7]([NH:12][S:13]([C:16]2[CH:21]=[C:20]([F:22])[CH:19]=[C:18]([F:23])[CH:17]=2)(=[O:15])=[O:14])[CH2:8]1)[C:27]1[CH:30]=[CH:31][CH:32]=[CH:25][CH:26]=1. (3) Given the reactants [Cl:1][C:2]1[CH:3]=[C:4]([C:12]2[O:16][N:15]=[C:14]([C:17]3[CH:25]=[CH:24][CH:23]=[C:22]4[C:18]=3[CH2:19][N:20]([CH2:26][CH2:27][C:28]([O:30]CC)=[O:29])[CH2:21]4)[N:13]=2)[CH:5]=[CH:6][C:7]=1[O:8][CH:9]([CH3:11])[CH3:10], predict the reaction product. The product is: [Cl:1][C:2]1[CH:3]=[C:4]([C:12]2[O:16][N:15]=[C:14]([C:17]3[CH:25]=[CH:24][CH:23]=[C:22]4[C:18]=3[CH2:19][N:20]([CH2:26][CH2:27][C:28]([OH:30])=[O:29])[CH2:21]4)[N:13]=2)[CH:5]=[CH:6][C:7]=1[O:8][CH:9]([CH3:11])[CH3:10]. (4) Given the reactants CCCP1(OP(CCC)(=O)OP(CCC)(=O)O1)=O.[Cl:19][C:20]1[CH:28]=[C:27]([N+:29]([O-:31])=[O:30])[CH:26]=[CH:25][C:21]=1[C:22]([OH:24])=O.[C:32]([NH:36][C:37](=[O:51])[C:38]1[CH:43]=[CH:42][CH:41]=[C:40]([CH2:44][N:45]2[CH2:50][CH2:49][NH:48][CH2:47][CH2:46]2)[CH:39]=1)([CH3:35])([CH3:34])[CH3:33].C(N(CC)CC)C, predict the reaction product. The product is: [C:32]([NH:36][C:37](=[O:51])[C:38]1[CH:43]=[CH:42][CH:41]=[C:40]([CH2:44][N:45]2[CH2:46][CH2:47][N:48]([C:22](=[O:24])[C:21]3[CH:25]=[CH:26][C:27]([N+:29]([O-:31])=[O:30])=[CH:28][C:20]=3[Cl:19])[CH2:49][CH2:50]2)[CH:39]=1)([CH3:35])([CH3:33])[CH3:34]. (5) Given the reactants [Cl:1][C:2]1[CH:7]=[CH:6][C:5]([N:8]2[C:12]([CH:13]([CH3:15])[CH3:14])=[C:11]([C:16]([O:18]C)=[O:17])[CH:10]=[N:9]2)=[CH:4][CH:3]=1.O.[OH-].[Li+].O.Cl, predict the reaction product. The product is: [Cl:1][C:2]1[CH:3]=[CH:4][C:5]([N:8]2[C:12]([CH:13]([CH3:15])[CH3:14])=[C:11]([C:16]([OH:18])=[O:17])[CH:10]=[N:9]2)=[CH:6][CH:7]=1.